This data is from Catalyst prediction with 721,799 reactions and 888 catalyst types from USPTO. The task is: Predict which catalyst facilitates the given reaction. (1) Reactant: [C:1]1([NH:7][C:8]([C@H:10]2[CH2:15][CH2:14][CH2:13][NH:12][CH2:11]2)=[O:9])[CH:6]=[CH:5][CH:4]=[CH:3][CH:2]=1.[Cl:16][C:17]1[CH:22]=[C:21](Cl)[N:20]=[C:19]([NH2:24])[N:18]=1.C(N(CC)CC)C. Product: [NH2:24][C:19]1[N:20]=[C:21]([N:12]2[CH2:13][CH2:14][CH2:15][C@H:10]([C:8]([NH:7][C:1]3[CH:2]=[CH:3][CH:4]=[CH:5][CH:6]=3)=[O:9])[CH2:11]2)[CH:22]=[C:17]([Cl:16])[N:18]=1. The catalyst class is: 23. (2) Reactant: [F:1][C:2]1[CH:7]=[CH:6][C:5]([C:8]2[N:9]=[C:10]([N:21]3[CH:25]=[CH:24][N:23]=[C:22]3[CH3:26])[O:11][C:12]=2[CH2:13][CH2:14][CH2:15][C:16](OCC)=[O:17])=[CH:4][CH:3]=1.[H-].[Al+3].[Li+].[H-].[H-].[H-].O. Product: [F:1][C:2]1[CH:3]=[CH:4][C:5]([C:8]2[N:9]=[C:10]([N:21]3[CH:25]=[CH:24][N:23]=[C:22]3[CH3:26])[O:11][C:12]=2[CH2:13][CH2:14][CH2:15][CH2:16][OH:17])=[CH:6][CH:7]=1. The catalyst class is: 7. (3) Reactant: [CH3:1][C:2]1[CH:7]=[CH:6][CH:5]=[CH:4][C:3]=1[N:8]1[C:30](=[O:31])[C:11]2=[CH:12][N:13]([CH2:20][C:21]3[CH:26]=[CH:25][C:24]([N+:27]([O-])=O)=[CH:23][CH:22]=3)[C:14]3[CH:15]=[CH:16][CH:17]=[CH:18][C:19]=3[C:10]2=[N:9]1. Product: [NH2:27][C:24]1[CH:23]=[CH:22][C:21]([CH2:20][N:13]2[C:14]3[CH:15]=[CH:16][CH:17]=[CH:18][C:19]=3[C:10]3=[N:9][N:8]([C:3]4[CH:4]=[CH:5][CH:6]=[CH:7][C:2]=4[CH3:1])[C:30](=[O:31])[C:11]3=[CH:12]2)=[CH:26][CH:25]=1. The catalyst class is: 5. (4) Reactant: [CH2:1]([O:3][C:4](=[O:37])[CH:5]([N:7]1[C:12]2[CH:13]=[C:14]([O:17][C:18]3([CH3:35])[CH2:21][N:20](C(C4C=CC=CC=4)C4C=CC=CC=4)[CH2:19]3)[CH:15]=[CH:16][C:11]=2[O:10][CH2:9][C:8]1=[O:36])[CH3:6])[CH3:2]. Product: [CH2:1]([O:3][C:4](=[O:37])[CH:5]([N:7]1[C:12]2[CH:13]=[C:14]([O:17][C:18]3([CH3:35])[CH2:19][NH:20][CH2:21]3)[CH:15]=[CH:16][C:11]=2[O:10][CH2:9][C:8]1=[O:36])[CH3:6])[CH3:2]. The catalyst class is: 320. (5) Reactant: CON(C)[C:4]([C:6]1([CH3:19])[CH2:11][CH2:10][N:9]([C:12]([O:14][C:15]([CH3:18])([CH3:17])[CH3:16])=[O:13])[CH2:8][CH2:7]1)=[O:5].[CH3:21][Mg+].[Br-]. Product: [C:4]([C:6]1([CH3:19])[CH2:7][CH2:8][N:9]([C:12]([O:14][C:15]([CH3:16])([CH3:17])[CH3:18])=[O:13])[CH2:10][CH2:11]1)(=[O:5])[CH3:21]. The catalyst class is: 116. (6) Reactant: [CH3:1][C:2]1[O:7][CH2:6][CH2:5][CH2:4][C:3]=1[C:8]([O:10][CH2:11][CH3:12])=[O:9].[Se](=O)=[O:14]. Product: [CH:1]([C:2]1[O:7][CH2:6][CH2:5][CH2:4][C:3]=1[C:8]([O:10][CH2:11][CH3:12])=[O:9])=[O:14]. The catalyst class is: 15.